From a dataset of Reaction yield outcomes from USPTO patents with 853,638 reactions. Predict the reaction yield, written as a fraction of the theoretical maximum amount of product (1.0 means a 100% yield; for example, 0.34 means a 34% yield). The reactants are [Br:1][CH2:2][CH2:3][CH2:4][NH2:5].C(N(CC)CC)C.[CH:13](=O)[C:14]1[CH:19]=[CH:18][CH:17]=[CH:16][CH:15]=1.S([O-])([O-])(=O)=O.[Mg+2]. The catalyst is C(Cl)(Cl)Cl. The product is [CH:13](=[N:5][CH2:4][CH2:3][CH2:2][Br:1])[C:14]1[CH:19]=[CH:18][CH:17]=[CH:16][CH:15]=1. The yield is 1.00.